This data is from Catalyst prediction with 721,799 reactions and 888 catalyst types from USPTO. The task is: Predict which catalyst facilitates the given reaction. (1) Reactant: [NH2:1][C:2]1[CH:3]=[C:4]2[C:9](=[CH:10][CH:11]=1)[C:8](=[O:12])[NH:7][C:6](=[O:13])[CH2:5]2.CO[CH:16]1[CH2:20][CH2:19][CH:18](OC)O1.Cl.ClC1C=CN=CC=1. Product: [N:1]1([C:2]2[CH:3]=[C:4]3[C:9](=[CH:10][CH:11]=2)[C:8](=[O:12])[NH:7][C:6](=[O:13])[CH2:5]3)[CH:16]=[CH:20][CH:19]=[CH:18]1. The catalyst class is: 12. (2) Reactant: C[O:2][CH:3](OC)[C:4]1[CH:5]=[C:6]([C:10]2[CH:11]=[C:12]3[C:16](=[CH:17][CH:18]=2)[C:15](=[O:19])[O:14][CH2:13]3)[CH:7]=[CH:8][CH:9]=1.C1(C)C(S(O)(=O)=O)=CC=CC=1. Product: [O:19]=[C:15]1[C:16]2[C:12](=[CH:11][C:10]([C:6]3[CH:5]=[C:4]([CH:9]=[CH:8][CH:7]=3)[CH:3]=[O:2])=[CH:18][CH:17]=2)[CH2:13][O:14]1. The catalyst class is: 95. (3) Reactant: [OH:1][C:2]1[CH:9]=[CH:8][C:5]([CH:6]=[O:7])=[CH:4][C:3]=1[O:10][CH3:11].C(=O)([O-])[O-].[Li+].[Li+].[Cl:18][C:19]1[CH:20]=[C:21]([CH:24]=[CH:25][C:26]=1F)[C:22]#[N:23].O. Product: [Cl:18][C:19]1[CH:20]=[C:21]([CH:24]=[CH:25][C:26]=1[O:1][C:2]1[CH:9]=[CH:8][C:5]([CH:6]=[O:7])=[CH:4][C:3]=1[O:10][CH3:11])[C:22]#[N:23]. The catalyst class is: 16.